Predict the product of the given reaction. From a dataset of Forward reaction prediction with 1.9M reactions from USPTO patents (1976-2016). (1) Given the reactants [OH-].[Na+].C[O:4][C:5](=[O:42])[CH2:6][C:7]1[CH:12]=[CH:11][C:10]([C:13]2[CH:18]=[CH:17][C:16]([C:19]([CH2:39][CH3:40])([C:22]3[CH:27]=[CH:26][C:25](/[CH:28]=[CH:29]/[C:30]4([OH:37])[CH2:36][CH2:35][CH2:34][CH2:33][CH2:32][CH2:31]4)=[C:24]([CH3:38])[CH:23]=3)[CH2:20][CH3:21])=[CH:15][C:14]=2[CH3:41])=[CH:9][CH:8]=1.[Cl-].[NH4+], predict the reaction product. The product is: [CH2:20]([C:19]([C:16]1[CH:17]=[CH:18][C:13]([C:10]2[CH:9]=[CH:8][C:7]([CH2:6][C:5]([OH:42])=[O:4])=[CH:12][CH:11]=2)=[C:14]([CH3:41])[CH:15]=1)([C:22]1[CH:27]=[CH:26][C:25](/[CH:28]=[CH:29]/[C:30]2([OH:37])[CH2:31][CH2:32][CH2:33][CH2:34][CH2:35][CH2:36]2)=[C:24]([CH3:38])[CH:23]=1)[CH2:39][CH3:40])[CH3:21]. (2) The product is: [C:12]([O:9][C:8]([C:5]1[C:4]([CH3:11])=[CH:3][C:2]([Br:1])=[CH:7][N:6]=1)=[O:10])([CH3:15])([CH3:14])[CH3:13]. Given the reactants [Br:1][C:2]1[CH:3]=[C:4]([CH3:11])[C:5]([C:8]([OH:10])=[O:9])=[N:6][CH:7]=1.[C:12](OC(OC(O[C:12]([CH3:15])([CH3:14])[CH3:13])=O)=O)([CH3:15])([CH3:14])[CH3:13].C(=O)=O.C([O-])(O)=O.[Na+], predict the reaction product. (3) Given the reactants [OH:1][C:2]1[C:10]([CH:11]([CH3:13])[CH3:12])=[CH:9][CH:8]=[CH:7][C:3]=1[C:4]([OH:6])=O.[C:14]([NH2:23])(=O)[C:15]1[C:16](=[CH:18][CH:19]=[CH:20][CH:21]=1)[OH:17].N1C=CC=CC=1.S(Cl)(Cl)=O, predict the reaction product. The product is: [OH:17][C:16]1[CH:18]=[CH:19][CH:20]=[CH:21][C:15]=1[C:14]1[O:1][C:2]2[C:10]([CH:11]([CH3:13])[CH3:12])=[CH:9][CH:8]=[CH:7][C:3]=2[C:4](=[O:6])[N:23]=1. (4) Given the reactants [CH:1]1([NH:4][C:5](=[O:30])[C:6]2[CH:11]=[CH:10][C:9]([CH3:12])=[C:8]([NH:13][C:14](=[O:29])[C:15]3[CH:20]=[CH:19][C:18]([O:21][CH2:22][C:23]4[CH:27]=[C:26]([CH3:28])[O:25][N:24]=4)=[CH:17][CH:16]=3)[CH:7]=2)[CH2:3][CH2:2]1.C(Cl)[Cl:32].Cl, predict the reaction product. The product is: [ClH:32].[CH:1]1([NH:4][C:5](=[O:30])[C:6]2[CH:11]=[CH:10][C:9]([CH3:12])=[C:8]([NH:13][C:14](=[O:29])[C:15]3[CH:16]=[CH:17][C:18]([O:21][CH2:22][C:23]4[CH:27]=[C:26]([CH3:28])[O:25][N:24]=4)=[CH:19][CH:20]=3)[CH:7]=2)[CH2:3][CH2:2]1. (5) Given the reactants [CH2:1]([C:3]1[S:7][C:6]([NH2:8])=[N:5][C:4]=1[CH3:9])[CH3:2].[Cl:10][C:11]1[C:12]([CH3:21])=[C:13]([S:17](Cl)(=[O:19])=[O:18])[CH:14]=[CH:15][CH:16]=1, predict the reaction product. The product is: [Cl:10][C:11]1[C:12]([CH3:21])=[C:13]([S:17]([NH:8][C:6]2[S:7][C:3]([CH2:1][CH3:2])=[C:4]([CH3:9])[N:5]=2)(=[O:19])=[O:18])[CH:14]=[CH:15][CH:16]=1. (6) The product is: [C:2]([C:6]1[CH:11]=[CH:10][C:9](/[C:12](/[C:31]2[NH:32][C:33](=[O:39])[C:34]([S:37][CH3:38])=[CH:35][CH:36]=2)=[CH:13]\[C@H:14]2[CH2:15][CH2:16][C:17](=[O:30])[NH:18]2)=[CH:8][CH:7]=1)([CH3:5])([CH3:3])[CH3:4]. Given the reactants Br.[C:2]([C:6]1[CH:11]=[CH:10][C:9](/[C:12](/[C:31]2[CH:36]=[CH:35][C:34]([S:37][CH3:38])=[C:33]([O:39]C)[N:32]=2)=[CH:13]\[C@@H:14]2[N:18](CC3C=CC(OC)=CC=3OC)[C:17](=[O:30])[CH2:16][CH2:15]2)=[CH:8][CH:7]=1)([CH3:5])([CH3:4])[CH3:3].O, predict the reaction product. (7) Given the reactants Br[CH2:2][CH2:3][NH:4][C:5](=[O:11])[O:6][C:7]([CH3:10])([CH3:9])[CH3:8].[N-:12]=[N+:13]=[N-:14].[Na+].CN(C=O)C, predict the reaction product. The product is: [N:12]([CH2:2][CH2:3][NH:4][C:5](=[O:11])[O:6][C:7]([CH3:10])([CH3:9])[CH3:8])=[N+:13]=[N-:14]. (8) Given the reactants [F:1][C:2]1[C:12]2[C:13]3[C:5]([CH2:6][C@@H:7]([N:14]4[CH2:19][CH2:18][C:17](=O)[CH2:16][CH2:15]4)[C:8]=3[CH:9]=[CH:10][CH:11]=2)=[CH:4][CH:3]=1.[C:21]1([NH2:28])[CH:26]=[CH:25][CH:24]=[CH:23][C:22]=1[NH2:27].C(O[BH-](OC(=O)C)OC(=O)C)(=O)C.[Na+].C(=O)([O-])[O-].[K+].[K+], predict the reaction product. The product is: [F:1][C:2]1[C:12]2[C:13]3[C:5]([CH2:6][C@@H:7]([N:14]4[CH2:19][CH2:18][CH:17]([NH:27][C:22]5[C:21]([NH2:28])=[CH:26][CH:25]=[CH:24][CH:23]=5)[CH2:16][CH2:15]4)[C:8]=3[CH:9]=[CH:10][CH:11]=2)=[CH:4][CH:3]=1. (9) Given the reactants [OH:1][C:2]1[C:9]([O:10][CH3:11])=[CH:8][CH:7]=[CH:6][C:3]=1[CH:4]=[O:5].C([O-])([O-])=O.[K+].[K+].[CH2:18]([O:20][CH:21]([O:24][CH2:25][CH3:26])[CH2:22]Br)[CH3:19], predict the reaction product. The product is: [CH2:18]([O:20][CH:21]([O:24][CH2:25][CH3:26])[CH2:22][O:1][C:2]1[C:9]([O:10][CH3:11])=[CH:8][CH:7]=[CH:6][C:3]=1[CH:4]=[O:5])[CH3:19]. (10) The product is: [CH2:12]([N:11]([CH2:14][C:15]1[CH:20]=[CH:19][CH:18]=[C:17]([C:21]2[CH:26]=[CH:25][N:24]=[C:23]([NH:39][CH2:38][CH2:37][C:34]3[CH:35]=[CH:36][C:31]([O:30][CH3:29])=[C:32]([CH3:40])[CH:33]=3)[N:22]=2)[CH:16]=1)[CH2:10][CH2:9][CH2:8][NH2:7])[CH3:13]. Given the reactants C(OC(=O)[NH:7][CH2:8][CH2:9][CH2:10][N:11]([CH2:14][C:15]1[CH:20]=[CH:19][CH:18]=[C:17]([C:21]2[CH:26]=[CH:25][N:24]=[C:23](Cl)[N:22]=2)[CH:16]=1)[CH2:12][CH3:13])(C)(C)C.[CH3:29][O:30][C:31]1[CH:36]=[CH:35][C:34]([CH2:37][CH2:38][NH2:39])=[CH:33][C:32]=1[CH3:40], predict the reaction product.